This data is from Forward reaction prediction with 1.9M reactions from USPTO patents (1976-2016). The task is: Predict the product of the given reaction. (1) Given the reactants [CH3:1][S:2]([O:5][C:6]1[CH:11]=[CH:10][CH:9]=[C:8]([C:12]2[O:13][C:14]([CH3:29])=[C:15]([CH2:17][O:18][C:19]3[CH:24]=[CH:23][C:22]([CH2:25]Cl)=[CH:21][C:20]=3[O:27][CH3:28])[N:16]=2)[CH:7]=1)(=[O:4])=[O:3].[OH:30][C:31]1[C:35]([CH:36]=[O:37])=[CH:34][N:33]([C:38]2[CH:43]=[CH:42][CH:41]=[CH:40][CH:39]=2)[N:32]=1.CN(C)C=O.[H-].[Na+], predict the reaction product. The product is: [CH3:1][S:2]([O:5][C:6]1[CH:11]=[CH:10][CH:9]=[C:8]([C:12]2[O:13][C:14]([CH3:29])=[C:15]([CH2:17][O:18][C:19]3[CH:24]=[CH:23][C:22]([CH2:25][O:30][C:31]4[C:35]([CH:36]=[O:37])=[CH:34][N:33]([C:38]5[CH:39]=[CH:40][CH:41]=[CH:42][CH:43]=5)[N:32]=4)=[CH:21][C:20]=3[O:27][CH3:28])[N:16]=2)[CH:7]=1)(=[O:4])=[O:3]. (2) Given the reactants [C:1]([O-:9])(=[O:8])[CH:2]([CH2:4][C:5]([O-:7])=[O:6])[OH:3].[Na+].[Na+], predict the reaction product. The product is: [C:1]([OH:9])(=[O:8])[CH:2]([CH2:4][C:5]([OH:7])=[O:6])[OH:3]. (3) Given the reactants [CH2:1]([O:8][C@:9]1([CH:33]=[CH2:34])[C@@H:13]([CH2:14][O:15][CH2:16][C:17]2[CH:22]=[CH:21][CH:20]=[CH:19][CH:18]=2)[O:12][C@@H:11]([N:23]2[CH:31]=[C:29]([CH3:30])[C:27](=[O:28])[NH:26][C:24]2=[O:25])[C@@H:10]1[OH:32])[C:2]1[CH:7]=[CH:6][CH:5]=[CH:4][CH:3]=1.[CH3:35][S:36](Cl)(=[O:38])=[O:37], predict the reaction product. The product is: [CH2:1]([O:8][C@:9]1([CH:33]=[CH2:34])[C@@H:13]([CH2:14][O:15][CH2:16][C:17]2[CH:22]=[CH:21][CH:20]=[CH:19][CH:18]=2)[O:12][C@@H:11]([N:23]2[CH:31]=[C:29]([CH3:30])[C:27](=[O:28])[NH:26][C:24]2=[O:25])[C@@H:10]1[O:32][S:36]([CH3:35])(=[O:38])=[O:37])[C:2]1[CH:3]=[CH:4][CH:5]=[CH:6][CH:7]=1. (4) Given the reactants [O:1]=[C:2]1[C@@H:7]([NH:8][C:9](=[O:15])[O:10][C:11]([CH3:14])([CH3:13])[CH3:12])[CH2:6][CH2:5][CH2:4][NH:3]1.[CH3:16]I, predict the reaction product. The product is: [CH3:16][N:3]1[CH2:4][CH2:5][CH2:6][C@H:7]([NH:8][C:9](=[O:15])[O:10][C:11]([CH3:12])([CH3:14])[CH3:13])[C:2]1=[O:1]. (5) The product is: [Br:1][C:2]1[CH:7]=[CH:6][C:5]([F:8])=[CH:4][C:3]=1[CH2:9][CH2:10][S:11]([NH:18][C:17]1[CH:19]=[CH:20][CH:21]=[CH:22][C:16]=1[F:15])(=[O:13])=[O:12]. Given the reactants [Br:1][C:2]1[CH:7]=[CH:6][C:5]([F:8])=[CH:4][C:3]=1[CH2:9][CH2:10][S:11](Cl)(=[O:13])=[O:12].[F:15][C:16]1[CH:22]=[CH:21][CH:20]=[CH:19][C:17]=1[NH2:18].N1C=CC=CC=1, predict the reaction product.